Dataset: Reaction yield outcomes from USPTO patents with 853,638 reactions. Task: Predict the reaction yield, written as a fraction of the theoretical maximum amount of product (1.0 means a 100% yield; for example, 0.34 means a 34% yield). (1) The reactants are [Cl-].[CH3:2][O:3][CH2:4][P+](C1C=CC=CC=1)(C1C=CC=CC=1)C1C=CC=CC=1.CC(C)([O-])C.[K+].[Br:30][C:31]1[CH:32]=[C:33]2[C:37](=[CH:38][CH:39]=1)[C:36](=O)[CH2:35][CH2:34]2. The catalyst is C1COCC1. The product is [Br:30][C:31]1[CH:32]=[C:33]2[C:37](=[CH:38][CH:39]=1)/[C:36](=[CH:2]/[O:3][CH3:4])/[CH2:35][CH2:34]2. The yield is 0.930. (2) The reactants are C(=O)([O-])[O-].[K+].[K+].[CH2:7](Br)[C:8]1[CH:13]=[CH:12][CH:11]=[CH:10][CH:9]=1.Cl.[Cl:16][CH2:17][CH2:18][NH:19][CH2:20][CH2:21][Cl:22]. The catalyst is C(#N)C. The product is [CH2:7]([N:19]([CH2:20][CH2:21][Cl:22])[CH2:18][CH2:17][Cl:16])[C:8]1[CH:13]=[CH:12][CH:11]=[CH:10][CH:9]=1. The yield is 0.650. (3) The reactants are [Cl:1][C:2]1[C:3]2[N:11]=[N:10][N:9]([CH2:12][C:13]3[CH:18]=[CH:17][CH:16]=[C:15]([C:19]4([OH:24])[CH2:23][CH2:22][CH2:21][CH2:20]4)[N:14]=3)[C:4]=2[N:5]=[C:6]([NH2:8])[N:7]=1.[CH3:25][Si:26](Cl)([CH3:28])[CH3:27].C(N(CC)CC)C.O. The catalyst is C1COCC1. The product is [Cl:1][C:2]1[C:3]2[N:11]=[N:10][N:9]([CH2:12][C:13]3[CH:18]=[CH:17][CH:16]=[C:15]([C:19]4([O:24][Si:26]([CH3:28])([CH3:27])[CH3:25])[CH2:23][CH2:22][CH2:21][CH2:20]4)[N:14]=3)[C:4]=2[N:5]=[C:6]([NH2:8])[N:7]=1. The yield is 0.880. (4) The reactants are C(OC([NH:8][C@@H:9]([C@H:38]([C:40]1[CH:45]=[CH:44][C:43]([C:46]([F:49])([F:48])[F:47])=[CH:42][CH:41]=1)[CH3:39])[CH2:10][N:11]([C:19]1[S:20][C:21]([C:27]2[CH:28]=[C:29]3[C:34](=[CH:35][CH:36]=2)[CH:33]=[N:32][C:31]([F:37])=[CH:30]3)=[C:22]([CH2:24][O:25][CH3:26])[N:23]=1)C(=O)OC(C)(C)C)=O)(C)(C)C.C(O)(C(F)(F)F)=O. The catalyst is C(Cl)Cl. The product is [NH2:8][C@@H:9]([C@H:38]([C:40]1[CH:41]=[CH:42][C:43]([C:46]([F:47])([F:49])[F:48])=[CH:44][CH:45]=1)[CH3:39])[CH2:10][NH:11][C:19]1[S:20][C:21]([C:27]2[CH:28]=[C:29]3[C:34](=[CH:35][CH:36]=2)[CH:33]=[N:32][C:31]([F:37])=[CH:30]3)=[C:22]([CH2:24][O:25][CH3:26])[N:23]=1. The yield is 0.330.